From a dataset of Full USPTO retrosynthesis dataset with 1.9M reactions from patents (1976-2016). Predict the reactants needed to synthesize the given product. (1) The reactants are: Br[C:2]1[CH:16]=[CH:15][C:5]([O:6][CH:7]2[CH2:12][CH2:11][S:10](=[O:14])(=[O:13])[CH2:9][CH2:8]2)=[CH:4][C:3]=1[CH3:17].[B:18]1([B:18]2[O:22][C:21]([CH3:24])([CH3:23])[C:20]([CH3:26])([CH3:25])[O:19]2)[O:22][C:21]([CH3:24])([CH3:23])[C:20]([CH3:26])([CH3:25])[O:19]1.C(Cl)Cl.CC([O-])=O.[K+]. Given the product [CH3:17][C:3]1[CH:4]=[C:5]([CH:15]=[CH:16][C:2]=1[B:18]1[O:22][C:21]([CH3:24])([CH3:23])[C:20]([CH3:26])([CH3:25])[O:19]1)[O:6][CH:7]1[CH2:12][CH2:11][S:10](=[O:14])(=[O:13])[CH2:9][CH2:8]1, predict the reactants needed to synthesize it. (2) Given the product [F:1][C:2]1[CH:10]=[C:9]2[C:5]([C:6]([C:20]3[CH:21]=[N:22][N:23]([C@@H:25]4[CH2:26][C@H:27]([C:29]([NH2:34])=[O:30])[CH2:28]4)[CH:24]=3)=[CH:7][N:8]2[S:11]([C:14]2[CH:15]=[CH:16][CH:17]=[CH:18][CH:19]=2)(=[O:13])=[O:12])=[CH:4][CH:3]=1, predict the reactants needed to synthesize it. The reactants are: [F:1][C:2]1[CH:10]=[C:9]2[C:5]([C:6]([C:20]3[CH:21]=[N:22][N:23]([C@@H:25]4[CH2:28][C@H:27]([C:29](O)=[O:30])[CH2:26]4)[CH:24]=3)=[CH:7][N:8]2[S:11]([C:14]2[CH:19]=[CH:18][CH:17]=[CH:16][CH:15]=2)(=[O:13])=[O:12])=[CH:4][CH:3]=1.CC[N:34](CC)CC.[NH4+].[Cl-].CN(C(ON1N=NC2C=CC=NC1=2)=[N+](C)C)C.F[P-](F)(F)(F)(F)F. (3) Given the product [Cl:1][C:2]1[N:6]([C:7]2[CH:12]=[CH:11][C:10]([N+:13]([O-:15])=[O:14])=[CH:9][CH:8]=2)[N:5]=[N:4][N:3]=1, predict the reactants needed to synthesize it. The reactants are: [Cl:1][C:2]1[N:6]([C:7]2[CH:12]=[CH:11][CH:10]=[CH:9][CH:8]=2)[N:5]=[N:4][N:3]=1.[N+:13]([O-])([OH:15])=[O:14]. (4) Given the product [NH2:28][C:26]1[CH:25]=[CH:24][C:3]([O:4][CH2:5][CH2:6][N:7]([CH2:15][C:16]2[CH:21]=[CH:20][C:19]([F:22])=[CH:18][C:17]=2[F:23])[C:8](=[O:14])[O:9][C:10]([CH3:13])([CH3:11])[CH3:12])=[C:2]([Cl:1])[CH:27]=1, predict the reactants needed to synthesize it. The reactants are: [Cl:1][C:2]1[CH:27]=[C:26]([N+:28]([O-])=O)[CH:25]=[CH:24][C:3]=1[O:4][CH2:5][CH2:6][N:7]([CH2:15][C:16]1[CH:21]=[CH:20][C:19]([F:22])=[CH:18][C:17]=1[F:23])[C:8](=[O:14])[O:9][C:10]([CH3:13])([CH3:12])[CH3:11].S(S([O-])=O)([O-])=O.[Na+].[Na+]. (5) Given the product [CH:19]([N:18]1[C:14]([C:12]2[N:13]=[C:6]3[C:5]4[CH:23]=[CH:24][C:2]([N:26]5[CH2:30][CH2:29][CH2:28][CH:27]5[CH:31]5[CH2:36][CH2:35][N:34]([CH:37]6[CH2:42][CH2:41][O:40][CH2:39][CH2:38]6)[CH2:33][CH2:32]5)=[CH:3][C:4]=4[O:10][CH2:9][CH2:8][N:7]3[CH:11]=2)=[N:15][C:16]([CH3:22])=[N:17]1)([CH3:21])[CH3:20], predict the reactants needed to synthesize it. The reactants are: Br[C:2]1[CH:24]=[CH:23][C:5]2[C:6]3[N:7]([CH:11]=[C:12]([C:14]4[N:18]([CH:19]([CH3:21])[CH3:20])[N:17]=[C:16]([CH3:22])[N:15]=4)[N:13]=3)[CH2:8][CH2:9][O:10][C:4]=2[CH:3]=1.Cl.[NH:26]1[CH2:30][CH2:29][CH2:28][CH:27]1[CH:31]1[CH2:36][CH2:35][N:34]([CH:37]2[CH2:42][CH2:41][O:40][CH2:39][CH2:38]2)[CH2:33][CH2:32]1. (6) Given the product [CH:13]1[C:22]2[C:17](=[CH:18][CH:19]=[CH:20][CH:21]=2)[CH:16]=[CH:15][C:14]=1[CH:23]([OH:24])[CH2:12][CH2:11][CH2:10][CH2:9][CH:8]=[CH2:7], predict the reactants needed to synthesize it. The reactants are: [Mg].BrCCBr.Br[CH2:7][CH2:8][CH2:9][CH2:10][CH:11]=[CH2:12].[CH:13]1[C:22]2[C:17](=[CH:18][CH:19]=[CH:20][CH:21]=2)[CH:16]=[CH:15][C:14]=1[CH:23]=[O:24]. (7) Given the product [Br:1][C:2]1[C:7]([F:8])=[CH:6][C:5]([N:9]2[C:18]3[C:13](=[CH:14][C:15]([S:19]([NH:43][C:38]4[N:39]=[CH:40][CH:41]=[CH:42][N:37]=4)(=[O:21])=[O:22])=[CH:16][CH:17]=3)[CH:12]=[CH:11][C:10]2=[O:34])=[C:4]([O:35][CH3:36])[CH:3]=1, predict the reactants needed to synthesize it. The reactants are: [Br:1][C:2]1[C:7]([F:8])=[CH:6][C:5]([N:9]2[C:18]3[C:13](=[CH:14][C:15]([S:19]([O:22]C4C(F)=C(F)C(F)=C(F)C=4F)(=[O:21])=O)=[CH:16][CH:17]=3)[CH:12]=[CH:11][C:10]2=[O:34])=[C:4]([O:35][CH3:36])[CH:3]=1.[N:37]1[CH:42]=[CH:41][CH:40]=[N:39][C:38]=1[NH2:43].C[Si]([N-][Si](C)(C)C)(C)C.[Li+]. (8) Given the product [Cl:26][C:27]1[CH:35]=[C:34]([C:36]([NH:38][CH2:39][C:40]2[CH:48]=[CH:47][CH:46]=[C:45]3[C:41]=2[CH:42]=[N:43][N:44]3[CH:49]2[CH2:54][CH2:53][CH2:52][CH2:51][O:50]2)=[O:37])[CH:33]=[CH:32][C:28]=1[C:29]([NH:15][C@H:14]([C:13]([O:12][CH3:11])=[O:25])[CH2:16][NH:17][C:18]([C:20]1[S:21][CH:22]=[CH:23][CH:24]=1)=[O:19])=[O:30], predict the reactants needed to synthesize it. The reactants are: C(N(C(C)C)CC)(C)C.Cl.[CH3:11][O:12][C:13](=[O:25])[C@H:14]([CH2:16][NH:17][C:18]([C:20]1[S:21][CH:22]=[CH:23][CH:24]=1)=[O:19])[NH2:15].[Cl:26][C:27]1[CH:35]=[C:34]([C:36]([NH:38][CH2:39][C:40]2[CH:48]=[CH:47][CH:46]=[C:45]3[C:41]=2[CH:42]=[N:43][N:44]3[CH:49]2[CH2:54][CH2:53][CH2:52][CH2:51][O:50]2)=[O:37])[CH:33]=[CH:32][C:28]=1[C:29](O)=[O:30].CN(C(ON1N=NC2C=CC=CC1=2)=[N+](C)C)C.F[P-](F)(F)(F)(F)F.C1C=CC2N(O)N=NC=2C=1.